The task is: Predict which catalyst facilitates the given reaction.. This data is from Catalyst prediction with 721,799 reactions and 888 catalyst types from USPTO. (1) Reactant: [Cl:1][C:2]1[C:7]([Cl:8])=[CH:6][CH:5]=[CH:4][C:3]=1[C:9]1[NH:13][N:12]=[N:11][N:10]=1.C(N(CC)CC)C.Br[CH2:22][C:23]1[CH:24]=[N:25][C:26]([F:29])=[CH:27][CH:28]=1. Product: [Cl:1][C:2]1[C:7]([Cl:8])=[CH:6][CH:5]=[CH:4][C:3]=1[C:9]1[N:13]([CH2:22][C:23]2[CH:28]=[CH:27][C:26]([F:29])=[N:25][CH:24]=2)[N:12]=[N:11][N:10]=1. The catalyst class is: 9. (2) Reactant: CC(C)=O.[CH3:5][C:6]1[C:10]2[CH:11]=[C:12]([OH:15])[CH:13]=[CH:14][C:9]=2[S:8][CH:7]=1.C(=O)([O-])[O-].[Cs+].[Cs+].Br[CH2:23][CH2:24][Cl:25]. Product: [Cl:25][CH2:24][CH2:23][O:15][C:12]1[CH:13]=[CH:14][C:9]2[S:8][CH:7]=[C:6]([CH3:5])[C:10]=2[CH:11]=1. The catalyst class is: 6. (3) Reactant: [NH2:1][OH:2].[CH3:3][C:4]1[N:5]([C:10]2[N:14]([C:15]3[CH:20]=[CH:19][C:18]([OH:21])=[CH:17][C:16]=3[F:22])[N:13]=[C:12]([CH3:23])[C:11]=2[C:24]#[N:25])[C:6]([CH3:9])=[CH:7][CH:8]=1. Product: [CH3:3][C:4]1[N:5]([C:10]2[N:14]([C:15]3[CH:20]=[CH:19][C:18]([OH:21])=[CH:17][C:16]=3[F:22])[N:13]=[C:12]([CH3:23])[C:11]=2[C:24](=[N:1][OH:2])[NH2:25])[C:6]([CH3:9])=[CH:7][CH:8]=1. The catalyst class is: 5.